Dataset: Reaction yield outcomes from USPTO patents with 853,638 reactions. Task: Predict the reaction yield, written as a fraction of the theoretical maximum amount of product (1.0 means a 100% yield; for example, 0.34 means a 34% yield). The reactants are C(OC(=O)C(C)CC=C)C.CC(C[AlH]CC(C)C)C.CC(CC=C)C=O.C(N)C=C.[CH2:31]([N:34]=[CH:35][CH:36]([CH3:40])[CH2:37][CH:38]=[CH2:39])[CH:32]=[CH2:33].[BH4-].[Na+]. The catalyst is C(Cl)Cl.CO. The product is [CH2:31]([NH:34][CH2:35][CH:36]([CH3:40])[CH2:37][CH:38]=[CH2:39])[CH:32]=[CH2:33]. The yield is 0.480.